From a dataset of Forward reaction prediction with 1.9M reactions from USPTO patents (1976-2016). Predict the product of the given reaction. (1) The product is: [CH3:37][O:36][C:33]1[CH:32]=[CH:31][C:30]([C:29]([O:11][CH2:10][C@H:9]2[O:8][C@@H:7]([N:12]3[CH:20]=[C:18]([CH3:19])[C:16](=[O:17])[NH:15][C:13]3=[O:14])[C@:6]3([O:21][CH3:22])[C@@:2]2([OH:1])[CH2:3][CH2:4][O:5]3)([C:38]2[CH:39]=[CH:40][CH:41]=[CH:42][CH:43]=2)[C:28]2[CH:45]=[CH:46][C:25]([O:24][CH3:23])=[CH:26][CH:27]=2)=[CH:35][CH:34]=1. Given the reactants [OH:1][C@:2]12[C@@H:9]([CH2:10][OH:11])[O:8][C@@H:7]([N:12]3[CH:20]=[C:18]([CH3:19])[C:16](=[O:17])[NH:15][C:13]3=[O:14])[C@@:6]1([O:21][CH3:22])[O:5][CH2:4][CH2:3]2.[CH3:23][O:24][C:25]1[CH:46]=[CH:45][C:28]([C:29](Cl)([C:38]2[CH:43]=[CH:42][CH:41]=[CH:40][CH:39]=2)[C:30]2[CH:35]=[CH:34][C:33]([O:36][CH3:37])=[CH:32][CH:31]=2)=[CH:27][CH:26]=1.C1(C)C=CC=CC=1.C(=O)([O-])O.[Na+], predict the reaction product. (2) Given the reactants Br[CH:2]([CH3:14])[C:3]([NH:5][C:6]1[CH:11]=[CH:10][CH:9]=[C:8]([Br:12])[C:7]=1[OH:13])=[O:4].C(=O)([O-])[O-].[K+].[K+], predict the reaction product. The product is: [Br:12][C:8]1[C:7]2[O:13][CH:2]([CH3:14])[C:3](=[O:4])[NH:5][C:6]=2[CH:11]=[CH:10][CH:9]=1. (3) Given the reactants [C:1](/[C:3](=[CH:7]\[C:8]1[CH:13]=[CH:12][CH:11]=[C:10]([NH:14][C:15]2[C:23]3[C:18](=[N:19][CH:20]=[CH:21][C:22]=3[O:24][C:25]3[CH:30]=[CH:29][C:28]([O:31][C:32]4[CH:37]=[CH:36][CH:35]=[CH:34][CH:33]=4)=[CH:27][CH:26]=3)[N:17]([CH2:38][C:39]3[CH:44]=[CH:43][C:42]([O:45][CH3:46])=[CH:41][CH:40]=3)[N:16]=2)[CH:9]=1)/[C:4]([OH:6])=O)#[N:2].C(Cl)(=O)C(Cl)=O.[NH2:53][CH3:54], predict the reaction product. The product is: [C:1](/[C:3](=[CH:7]\[C:8]1[CH:13]=[CH:12][CH:11]=[C:10]([NH:14][C:15]2[C:23]3[C:18](=[N:19][CH:20]=[CH:21][C:22]=3[O:24][C:25]3[CH:30]=[CH:29][C:28]([O:31][C:32]4[CH:33]=[CH:34][CH:35]=[CH:36][CH:37]=4)=[CH:27][CH:26]=3)[N:17]([CH2:38][C:39]3[CH:40]=[CH:41][C:42]([O:45][CH3:46])=[CH:43][CH:44]=3)[N:16]=2)[CH:9]=1)/[C:4]([NH:53][CH3:54])=[O:6])#[N:2]. (4) Given the reactants [CH:1]1[C:6]2=[N:7][S:8][N:9]=[C:5]2[C:4]([NH:10][C:11]2[NH:15][CH2:14][CH2:13][N:12]=2)=[C:3]([Cl:16])[CH:2]=1.[C:17]([OH:24])(=[O:23])[CH2:18][CH2:19][CH2:20][CH2:21][CH3:22], predict the reaction product. The product is: [CH:1]1[C:6]2=[N:7][S:8][N:9]=[C:5]2[C:4]([NH:10][C:11]2[NH:15][CH2:14][CH2:13][N:12]=2)=[C:3]([Cl:16])[CH:2]=1.[C:17]([O-:24])(=[O:23])[CH2:18][CH2:19][CH2:20][CH2:21][CH3:22]. (5) Given the reactants N1C=CN=C1.[Cl:6][C:7]1[CH:14]=[C:13]([OH:15])[CH:12]=[CH:11][C:8]=1[CH:9]=[O:10].[C:16]([Si:20]([C:28]1[CH:33]=[CH:32][CH:31]=[CH:30][CH:29]=1)([C:22]1[CH:27]=[CH:26][CH:25]=[CH:24][CH:23]=1)Cl)([CH3:19])([CH3:18])[CH3:17], predict the reaction product. The product is: [Si:20]([O:15][C:13]1[CH:12]=[CH:11][C:8]([CH:9]=[O:10])=[C:7]([Cl:6])[CH:14]=1)([C:16]([CH3:19])([CH3:18])[CH3:17])([C:28]1[CH:29]=[CH:30][CH:31]=[CH:32][CH:33]=1)[C:22]1[CH:27]=[CH:26][CH:25]=[CH:24][CH:23]=1. (6) Given the reactants [CH2:1]([O:8][C:9]1[CH:10]=[C:11]([S:15][C:16]2[CH:21]=[CH:20][C:19]([CH2:22][CH2:23][CH2:24][C:25]3([CH2:31]I)[CH2:29][O:28][C:27](=[O:30])[NH:26]3)=[C:18]([Cl:33])[CH:17]=2)[CH:12]=[CH:13][CH:14]=1)[C:2]1[CH:7]=[CH:6][CH:5]=[CH:4][CH:3]=1.[P:34](OCC)([O:38]CC)[O:35][CH2:36][CH3:37], predict the reaction product. The product is: [CH2:1]([O:8][C:9]1[CH:10]=[C:11]([S:15][C:16]2[CH:21]=[CH:20][C:19]([CH2:22][CH2:23][CH2:24][C:25]3([CH:31]=[P:34]([O:35][CH2:36][CH3:37])=[O:38])[CH2:29][O:28][C:27](=[O:30])[NH:26]3)=[C:18]([Cl:33])[CH:17]=2)[CH:12]=[CH:13][CH:14]=1)[C:2]1[CH:7]=[CH:6][CH:5]=[CH:4][CH:3]=1. (7) Given the reactants Cl[C:2]1[N:7]=[CH:6][C:5]([O:8][CH2:9][CH:10]2[CH2:15][CH2:14][N:13]([C:16]([O:18][C:19]([CH3:22])([CH3:21])[CH3:20])=[O:17])[CH2:12][CH2:11]2)=[CH:4][CH:3]=1.[CH3:23][S:24]([C:27]1[CH:32]=[CH:31][C:30](B(O)O)=[CH:29][CH:28]=1)(=[O:26])=[O:25].C([O-])([O-])=O.[Na+].[Na+], predict the reaction product. The product is: [CH3:23][S:24]([C:27]1[CH:32]=[CH:31][C:30]([C:2]2[N:7]=[CH:6][C:5]([O:8][CH2:9][CH:10]3[CH2:15][CH2:14][N:13]([C:16]([O:18][C:19]([CH3:22])([CH3:21])[CH3:20])=[O:17])[CH2:12][CH2:11]3)=[CH:4][CH:3]=2)=[CH:29][CH:28]=1)(=[O:26])=[O:25]. (8) Given the reactants [CH2:1]([N:8]1[C:16]2[C:11](=[CH:12][C:13]([NH:17][C:18]3[C:23]([C:24]([O:26]C(C)(C)C)=[O:25])=[CH:22][C:21]([Cl:31])=[N:20][CH:19]=3)=[CH:14][CH:15]=2)[CH:10]=[CH:9]1)[C:2]1[CH:7]=[CH:6][CH:5]=[CH:4][CH:3]=1.[OH-].[Na+], predict the reaction product. The product is: [CH2:1]([N:8]1[C:16]2[C:11](=[CH:12][C:13]([NH:17][C:18]3[C:23]([C:24]([OH:26])=[O:25])=[CH:22][C:21]([Cl:31])=[N:20][CH:19]=3)=[CH:14][CH:15]=2)[CH:10]=[CH:9]1)[C:2]1[CH:3]=[CH:4][CH:5]=[CH:6][CH:7]=1. (9) Given the reactants [CH2:1]([N:8]1[CH:13]2[CH2:14][CH2:15][CH:9]1[C:10](=O)[NH:11][CH2:12]2)[C:2]1[CH:7]=[CH:6][CH:5]=[CH:4][CH:3]=1.[H-].[H-].[H-].[H-].[Li+].[Al+3].[OH-].[Na+].N, predict the reaction product. The product is: [CH2:1]([N:8]1[CH:13]2[CH2:14][CH2:15][CH:9]1[CH2:10][NH:11][CH2:12]2)[C:2]1[CH:3]=[CH:4][CH:5]=[CH:6][CH:7]=1.